Dataset: Forward reaction prediction with 1.9M reactions from USPTO patents (1976-2016). Task: Predict the product of the given reaction. (1) Given the reactants [F:1][C:2]1[CH:7]=[C:6]([F:8])[CH:5]=[CH:4][C:3]=1[S:9](Cl)(=[O:11])=[O:10].[CH3:13][N:14]1[CH2:19][CH2:18][CH:17]([C:20]2[C:28]3[C:23](=[CH:24][CH:25]=[C:26]([OH:29])[CH:27]=3)[NH:22][CH:21]=2)[CH2:16][CH2:15]1.[OH-].[Na+], predict the reaction product. The product is: [CH3:13][N:14]1[CH2:19][CH2:18][CH:17]([C:20]2[C:28]3[C:23](=[CH:24][CH:25]=[C:26]([O:29][S:9]([C:3]4[CH:4]=[CH:5][C:6]([F:8])=[CH:7][C:2]=4[F:1])(=[O:11])=[O:10])[CH:27]=3)[NH:22][CH:21]=2)[CH2:16][CH2:15]1. (2) The product is: [CH3:27][O:26][C:19]1[CH:20]=[C:21]([CH:24]=[CH:25][C:18]=1[O:17][CH2:8][C:9]1[CH:14]=[CH:13][C:12]([O:15][CH3:16])=[CH:11][CH:10]=1)[CH:22]=[O:23]. Given the reactants C(=O)([O-])[O-].[K+].[K+].Cl[CH2:8][C:9]1[CH:14]=[CH:13][C:12]([O:15][CH3:16])=[CH:11][CH:10]=1.[OH:17][C:18]1[CH:25]=[CH:24][C:21]([CH:22]=[O:23])=[CH:20][C:19]=1[O:26][CH3:27], predict the reaction product. (3) Given the reactants [CH3:1][C:2]1[CH:7]=[CH:6][N:5]2[C:8]([C:11]([OH:13])=O)=[CH:9][N:10]=[C:4]2[CH:3]=1.ClCCl.CN(C=O)C.[NH2:22][C:23]1[CH:24]=[C:25]([CH:30]=[CH:31][C:32]=1[F:33])[C:26]([O:28][CH3:29])=[O:27], predict the reaction product. The product is: [F:33][C:32]1[CH:31]=[CH:30][C:25]([C:26]([O:28][CH3:29])=[O:27])=[CH:24][C:23]=1[NH:22][C:11]([C:8]1[N:5]2[CH:6]=[CH:7][C:2]([CH3:1])=[CH:3][C:4]2=[N:10][CH:9]=1)=[O:13]. (4) Given the reactants Br[C:2]1[N:10]=[C:9]([S:11][CH2:12][C:13]2[CH:18]=[CH:17][CH:16]=[C:15]([F:19])[C:14]=2[F:20])[N:8]=[C:7]2[C:3]=1[N:4]=[C:5]([NH:21]C(=O)OCC)[NH:6]2.[NH2:27][CH:28]([CH2:31][OH:32])[CH2:29][OH:30].C(N(C(C)C)CC)(C)C, predict the reaction product. The product is: [NH2:21][C:5]1[NH:6][C:7]2[C:3]([N:4]=1)=[C:2]([NH:27][CH:28]([CH2:31][OH:32])[CH2:29][OH:30])[N:10]=[C:9]([S:11][CH2:12][C:13]1[CH:18]=[CH:17][CH:16]=[C:15]([F:19])[C:14]=1[F:20])[N:8]=2.